From a dataset of TCR-epitope binding with 47,182 pairs between 192 epitopes and 23,139 TCRs. Binary Classification. Given a T-cell receptor sequence (or CDR3 region) and an epitope sequence, predict whether binding occurs between them. (1) The epitope is NLWNTFTRL. The TCR CDR3 sequence is CASSSWTSGEETQYF. Result: 0 (the TCR does not bind to the epitope). (2) The epitope is SEPVLKGVKL. The TCR CDR3 sequence is CASSLGGGFSYNEQFF. Result: 0 (the TCR does not bind to the epitope).